From a dataset of Reaction yield outcomes from USPTO patents with 853,638 reactions. Predict the reaction yield, written as a fraction of the theoretical maximum amount of product (1.0 means a 100% yield; for example, 0.34 means a 34% yield). (1) The reactants are S(Cl)([Cl:4])(=O)=O.[CH3:6][O:7][C:8](=[O:18])[C:9]1[CH:14]=[CH:13][C:12]([O:15][CH3:16])=[CH:11][C:10]=1[OH:17].C(O)(=O)C.O. The catalyst is ClCCl. The product is [CH3:6][O:7][C:8](=[O:18])[C:9]1[CH:14]=[C:13]([Cl:4])[C:12]([O:15][CH3:16])=[CH:11][C:10]=1[OH:17]. The yield is 0.865. (2) The reactants are FC(F)(F)C(O)=O.[C:8]([N:15]1[CH2:20][CH2:19][CH2:18][CH:17]([CH2:21][N:22]([C:27]2[CH:32]=[CH:31][CH:30]=[CH:29][CH:28]=2)[C:23](=[O:26])[CH2:24][CH3:25])[CH2:16]1)(OC(C)(C)C)=O.C(=O)[C:34]1[CH:39]=[CH:38][CH:37]=[CH:36][CH:35]=1.[BH-](OC(C)=O)(OC(C)=O)OC(C)=O.[Na+]. The catalyst is C(Cl)Cl. The product is [CH2:8]([N:15]1[CH2:20][CH2:19][CH2:18][CH:17]([CH2:21][N:22]([C:27]2[CH:28]=[CH:29][CH:30]=[CH:31][CH:32]=2)[C:23](=[O:26])[CH2:24][CH3:25])[CH2:16]1)[C:34]1[CH:39]=[CH:38][CH:37]=[CH:36][CH:35]=1. The yield is 0.880. (3) The reactants are Br[C:2]1[CH:7]=[CH:6][C:5]([C:8]2[N:9]([C:24]3[CH:29]=[CH:28][C:27]([Cl:30])=[CH:26][CH:25]=3)[C:10](=[O:23])[C:11]3[CH:16]=[N:15][N:14]([C:17]4[CH:22]=[CH:21][CH:20]=[CH:19][CH:18]=4)[C:12]=3[N:13]=2)=[CH:4][CH:3]=1.[NH:31]1[CH:35]=[CH:34][N:33]=[CH:32]1.CN[C@H]1[C@H](NC)CCCC1.[O-]P([O-])([O-])=O.[K+].[K+].[K+]. No catalyst specified. The product is [Cl:30][C:27]1[CH:28]=[CH:29][C:24]([N:9]2[C:10](=[O:23])[C:11]3[CH:16]=[N:15][N:14]([C:17]4[CH:22]=[CH:21][CH:20]=[CH:19][CH:18]=4)[C:12]=3[N:13]=[C:8]2[C:5]2[CH:6]=[CH:7][C:2]([N:31]3[CH:35]=[CH:34][N:33]=[CH:32]3)=[CH:3][CH:4]=2)=[CH:25][CH:26]=1. The yield is 0.810. (4) The reactants are [Cl:1][C:2]1[CH:7]=[CH:6][N:5]=[C:4]([NH:8][C:9]2[CH:16]=[CH:15][C:12]([C:13]#[N:14])=[CH:11][CH:10]=2)[N:3]=1.[B-](F)(F)(F)F.[N:22]([OH:24])=[O:23]. The catalyst is C(#N)C. The product is [N+:22]([C:10]1[CH:11]=[C:12]([CH:15]=[CH:16][C:9]=1[NH:8][C:4]1[N:3]=[C:2]([Cl:1])[CH:7]=[CH:6][N:5]=1)[C:13]#[N:14])([O-:24])=[O:23]. The yield is 0.640. (5) The reactants are [Br:1][C:2]1[CH:7]=[CH:6][C:5](N)=[C:4]([O:9][CH3:10])[CH:3]=1.O.C1(C)C=CC(S(O)(=O)=O)=CC=1.N([O-])=O.[Na+].[I-:27].[K+]. The yield is 0.522. The catalyst is C(#N)C.O. The product is [Br:1][C:2]1[CH:7]=[CH:6][C:5]([I:27])=[C:4]([O:9][CH3:10])[CH:3]=1. (6) The reactants are [C:1]1([CH:7]2[N:11](COCC[Si](C)(C)C)[C:10]([C:20]3[CH:21]=[C:22]4[C:26](=[CH:27][CH:28]=3)[C:25](=[O:29])[CH2:24][CH2:23]4)=[C:9]([C:30]3[CH:35]=[CH:34][N:33]=[CH:32][CH:31]=3)[NH:8]2)[CH:6]=[CH:5][CH:4]=[CH:3][CH:2]=1.Cl. The catalyst is C(O)C. The product is [C:1]1([C:7]2[NH:8][C:9]([C:30]3[CH:31]=[CH:32][N:33]=[CH:34][CH:35]=3)=[C:10]([C:20]3[CH:21]=[C:22]4[C:26](=[CH:27][CH:28]=3)[C:25](=[O:29])[CH2:24][CH2:23]4)[N:11]=2)[CH:2]=[CH:3][CH:4]=[CH:5][CH:6]=1. The yield is 0.960. (7) The reactants are [C:1]([CH2:3][C:4]1[CH:12]=[CH:11][CH:10]=[CH:9][C:5]=1[C:6](O)=[O:7])#[N:2].[NH2:13][C:14]1[CH:18]=[CH:17][NH:16][N:15]=1. The catalyst is C(O)(=O)C. The product is [NH:16]1[CH:17]=[CH:18][C:14]([NH:13][C:1]2[NH:2][C:6](=[O:7])[C:5]3[C:4]([CH:3]=2)=[CH:12][CH:11]=[CH:10][CH:9]=3)=[N:15]1. The yield is 0.750. (8) The reactants are [Cl:1][C:2]1[N:7]=[C:6](Cl)[C:5]([CH3:9])=[CH:4][N:3]=1.[NH2:10][CH:11]1[C:15]2([CH2:19][CH2:18][CH2:17][CH2:16]2)[CH2:14][N:13]([C:20]([O:22][C:23]([CH3:26])([CH3:25])[CH3:24])=[O:21])[CH2:12]1.CCN(CC)CC. The catalyst is CCO. The product is [Cl:1][C:2]1[N:7]=[C:6]([NH:10][CH:11]2[C:15]3([CH2:19][CH2:18][CH2:17][CH2:16]3)[CH2:14][N:13]([C:20]([O:22][C:23]([CH3:26])([CH3:25])[CH3:24])=[O:21])[CH2:12]2)[C:5]([CH3:9])=[CH:4][N:3]=1. The yield is 0.210. (9) The catalyst is C1C=CC(/C=C/C(/C=C/C2C=CC=CC=2)=O)=CC=1.C1C=CC(/C=C/C(/C=C/C2C=CC=CC=2)=O)=CC=1.[Pd].C1(C)C=CC=CC=1. The product is [F:29][C:26]1[CH:27]=[CH:28][C:23]([C:5]2[C:6]3[C:11]([C:12]([C:16]4[CH:17]=[CH:18][C:19]([F:22])=[CH:20][CH:21]=4)=[C:13]4[C:4]=2[CH:3]=[C:2]([N:36]([C:30]2[CH:31]=[CH:32][CH:33]=[CH:34][CH:35]=2)[C:37]2[CH:38]=[CH:39][C:40]5[N:41]([C:50]6[CH:55]=[CH:54][CH:53]=[CH:52][CH:51]=6)[C:42]6[C:47]([C:48]=5[CH:49]=2)=[CH:46][CH:45]=[CH:44][CH:43]=6)[CH:15]=[CH:14]4)=[CH:10][CH:9]=[CH:8][CH:7]=3)=[CH:24][CH:25]=1. The yield is 0.620. The reactants are Br[C:2]1[CH:15]=[CH:14][C:13]2[C:4](=[C:5]([C:23]3[CH:28]=[CH:27][C:26]([F:29])=[CH:25][CH:24]=3)[C:6]3[C:11]([C:12]=2[C:16]2[CH:21]=[CH:20][C:19]([F:22])=[CH:18][CH:17]=2)=[CH:10][CH:9]=[CH:8][CH:7]=3)[CH:3]=1.[C:30]1([NH:36][C:37]2[CH:38]=[CH:39][C:40]3[N:41]([C:50]4[CH:55]=[CH:54][CH:53]=[CH:52][CH:51]=4)[C:42]4[C:47]([C:48]=3[CH:49]=2)=[CH:46][CH:45]=[CH:44][CH:43]=4)[CH:35]=[CH:34][CH:33]=[CH:32][CH:31]=1.CC(C)([O-])C.[Na+].C(P(C(C)(C)C)C(C)(C)C)(C)(C)C. (10) The catalyst is C(O)CO.[OH-].[Na+]. The yield is 0.730. The reactants are [F:1][C:2]1[C:7]2[N:8]=C(C)[S:10][C:6]=2[C:5]([F:12])=[CH:4][C:3]=1[F:13].[ClH:14].O1CCOCC1. The product is [ClH:14].[NH2:8][C:7]1[C:2]([F:1])=[C:3]([F:13])[CH:4]=[C:5]([F:12])[C:6]=1[SH:10].